Dataset: Forward reaction prediction with 1.9M reactions from USPTO patents (1976-2016). Task: Predict the product of the given reaction. (1) Given the reactants [Cl:1][C:2]1[CH:27]=[CH:26][C:5]([CH2:6][N:7]2[C:15]3[C:10](=[CH:11][C:12]([CH:16]=[C:17]4[S:21][C:20](SCC)=[N:19][C:18]4=[O:25])=[CH:13][CH:14]=3)[CH:9]=[N:8]2)=[C:4]([C:28]([F:31])([F:30])[F:29])[CH:3]=1.[C:32]([O:36][C:37]([N:39]1[CH2:44][CH2:43][NH:42][CH2:41][CH:40]1[CH2:45][OH:46])=[O:38])([CH3:35])([CH3:34])[CH3:33], predict the reaction product. The product is: [C:32]([O:36][C:37]([N:39]1[CH2:44][CH2:43][N:42]([C:20]2[S:21][C:17](=[CH:16][C:12]3[CH:11]=[C:10]4[C:15](=[CH:14][CH:13]=3)[N:7]([CH2:6][C:5]3[CH:26]=[CH:27][C:2]([Cl:1])=[CH:3][C:4]=3[C:28]([F:29])([F:31])[F:30])[N:8]=[CH:9]4)[C:18](=[O:25])[N:19]=2)[CH2:41][C@@H:40]1[CH2:45][OH:46])=[O:38])([CH3:35])([CH3:34])[CH3:33]. (2) Given the reactants Cl[C:2]1[CH:7]=[C:6]([NH2:8])[N:5]2[N:9]=[CH:10][C:11]([CH2:12][C:13]3[CH:18]=[CH:17][CH:16]=[C:15]([Cl:19])[C:14]=3[Cl:20])=[C:4]2[N:3]=1.[NH:21]1[CH2:26][CH2:25][O:24][CH2:23][CH2:22]1.O, predict the reaction product. The product is: [Cl:20][C:14]1[C:15]([Cl:19])=[CH:16][CH:17]=[CH:18][C:13]=1[CH2:12][C:11]1[CH:10]=[N:9][N:5]2[C:6]([NH2:8])=[CH:7][C:2]([N:21]3[CH2:26][CH2:25][O:24][CH2:23][CH2:22]3)=[N:3][C:4]=12. (3) Given the reactants CS(O[CH2:6][CH2:7][N:8]1[CH:12]=[C:11]([CH2:13][C:14]([F:17])([F:16])[F:15])[N:10]=[C:9]1[CH:18]1[CH2:23][CH2:22][N:21]([C:24]2[C:25]3[C@H:33]([C:34]([F:37])([F:36])[F:35])[CH2:32][C:31](=[O:38])[NH:30][C:26]=3[N:27]=[CH:28][N:29]=2)[CH2:20][CH2:19]1)(=O)=O.CN(C)C=O.[NH:44]1[CH2:47][CH2:46][CH2:45]1, predict the reaction product. The product is: [N:44]1([CH2:6][CH2:7][N:8]2[CH:12]=[C:11]([CH2:13][C:14]([F:17])([F:16])[F:15])[N:10]=[C:9]2[CH:18]2[CH2:19][CH2:20][N:21]([C:24]3[C:25]4[C@H:33]([C:34]([F:36])([F:35])[F:37])[CH2:32][C:31](=[O:38])[NH:30][C:26]=4[N:27]=[CH:28][N:29]=3)[CH2:22][CH2:23]2)[CH2:47][CH2:46][CH2:45]1. (4) Given the reactants [ClH:1].Cl.[NH:3]1[CH2:8][CH2:7][CH:6]([O:9][C:10]2[N:15]=[CH:14][CH:13]=[CH:12][N:11]=2)[CH2:5][CH2:4]1.C(N(C(C)C)CC)(C)C.Cl[C:26]1[CH:31]=[CH:30][CH:29]=[C:28]([CH2:32][N:33]=[C:34]=[O:35])[CH:27]=1, predict the reaction product. The product is: [Cl:1][C:31]1[CH:30]=[CH:29][C:28]([CH2:32][NH:33][C:34]([N:3]2[CH2:4][CH2:5][CH:6]([O:9][C:10]3[N:11]=[CH:12][CH:13]=[CH:14][N:15]=3)[CH2:7][CH2:8]2)=[O:35])=[CH:27][CH:26]=1. (5) Given the reactants O=[C:2]1[CH2:7][CH2:6][N:5]([C:8]([O:10][C:11]([CH3:14])([CH3:13])[CH3:12])=[O:9])[CH2:4][CH2:3]1.[C:15]1([CH2:21][CH2:22][NH2:23])[CH:20]=[CH:19][CH:18]=[CH:17][CH:16]=1.C(O)(=O)C.[BH3-]C#N.[Na+], predict the reaction product. The product is: [C:15]1([CH2:21][CH2:22][NH:23][CH:2]2[CH2:7][CH2:6][N:5]([C:8]([O:10][C:11]([CH3:14])([CH3:13])[CH3:12])=[O:9])[CH2:4][CH2:3]2)[CH:20]=[CH:19][CH:18]=[CH:17][CH:16]=1. (6) Given the reactants C([CH:8]([NH2:26])[CH2:9][N:10]1[C:19]2[C:14](=[CH:15][CH:16]=[CH:17][CH:18]=2)[N:13]=[C:12]([C:20]2[S:21][CH:22]=[CH:23][CH:24]=2)[C:11]1=[O:25])(OC(C)(C)C)=O.[ClH:27], predict the reaction product. The product is: [ClH:27].[NH2:26][CH2:8][CH2:9][N:10]1[C:19]2[C:14](=[CH:15][CH:16]=[CH:17][CH:18]=2)[N:13]=[C:12]([C:20]2[S:21][CH:22]=[CH:23][CH:24]=2)[C:11]1=[O:25].